This data is from Forward reaction prediction with 1.9M reactions from USPTO patents (1976-2016). The task is: Predict the product of the given reaction. Given the reactants C1(C(NC(C)C)C(C2C=CC=CC=2F)CCN2CCN(C3C=CC=CC=3OC)CC2)CCCCC1.[NH:36]1[C:44]2[C:39](=[C:40]([N:45]3[CH2:50][CH2:49][NH:48][CH2:47][CH2:46]3)[CH:41]=[CH:42][CH:43]=2)[CH:38]=[CH:37]1.[CH:51]1([C:57](=[O:74])[CH:58]([C:67]2[CH:72]=[CH:71][CH:70]=[CH:69][C:68]=2[F:73])[CH2:59][CH:60](OCC)OCC)[CH2:56][CH2:55][CH2:54][CH2:53][CH2:52]1, predict the reaction product. The product is: [CH:51]1([C:57](=[O:74])[CH:58]([C:67]2[CH:72]=[CH:71][CH:70]=[CH:69][C:68]=2[F:73])[CH2:59][CH2:60][N:48]2[CH2:49][CH2:50][N:45]([C:40]3[CH:41]=[CH:42][CH:43]=[C:44]4[C:39]=3[CH:38]=[CH:37][NH:36]4)[CH2:46][CH2:47]2)[CH2:56][CH2:55][CH2:54][CH2:53][CH2:52]1.